Dataset: Reaction yield outcomes from USPTO patents with 853,638 reactions. Task: Predict the reaction yield, written as a fraction of the theoretical maximum amount of product (1.0 means a 100% yield; for example, 0.34 means a 34% yield). The catalyst is N1C=CC=CC=1. The yield is 0.370. The product is [Cl:1][C:2]1[CH:7]=[CH:6][C:5]([NH:8][C:9]([NH:10][C:11]2[CH:12]=[CH:13][C:14]([N:17]3[C:25]4[C:20](=[CH:21][C:22]([C:26]5[N:27]=[C:35]([CH3:36])[O:29][N:28]=5)=[CH:23][CH:24]=4)[CH:19]=[CH:18]3)=[CH:15][CH:16]=2)=[O:30])=[CH:4][C:3]=1[C:31]([F:34])([F:32])[F:33]. The reactants are [Cl:1][C:2]1[CH:7]=[CH:6][C:5]([NH:8][C:9](=[O:30])[NH:10][C:11]2[CH:16]=[CH:15][C:14]([N:17]3[C:25]4[C:20](=[CH:21][C:22]([C:26]([NH:28][OH:29])=[NH:27])=[CH:23][CH:24]=4)[CH:19]=[CH:18]3)=[CH:13][CH:12]=2)=[CH:4][C:3]=1[C:31]([F:34])([F:33])[F:32].[C:35](OC(=O)C)(=O)[CH3:36].